This data is from Forward reaction prediction with 1.9M reactions from USPTO patents (1976-2016). The task is: Predict the product of the given reaction. Given the reactants Cl[S:2]([C:5]1[CH:13]=[CH:12][C:8]([C:9]([OH:11])=[O:10])=[CH:7][CH:6]=1)(=[O:4])=[O:3].[NH2:14][C:15]1[CH:24]=[C:23]([F:25])[C:18]([C:19]([O:21][CH3:22])=[O:20])=[C:17]([F:26])[CH:16]=1.N1C=CC=CC=1, predict the reaction product. The product is: [F:25][C:23]1[CH:24]=[C:15]([NH:14][S:2]([C:5]2[CH:13]=[CH:12][C:8]([C:9]([OH:11])=[O:10])=[CH:7][CH:6]=2)(=[O:4])=[O:3])[CH:16]=[C:17]([F:26])[C:18]=1[C:19]([O:21][CH3:22])=[O:20].